This data is from Catalyst prediction with 721,799 reactions and 888 catalyst types from USPTO. The task is: Predict which catalyst facilitates the given reaction. (1) Reactant: [F:1][C:2]1[CH:3]=[C:4]([C@@H:8]2[N:12](C(OC(C)(C)C)=O)[C@@:11]([CH2:21][OH:22])([CH3:20])[CH2:10][CH2:9]2)[CH:5]=[N:6][CH:7]=1.[ClH:23].O1CCOCC1. Product: [ClH:23].[F:1][C:2]1[CH:3]=[C:4]([C@@H:8]2[NH:12][C@@:11]([CH2:21][OH:22])([CH3:20])[CH2:10][CH2:9]2)[CH:5]=[N:6][CH:7]=1. The catalyst class is: 2. (2) Reactant: Cl[C:2]1[CH:7]=[C:6]([CH2:8][N:9]2[C:13]([CH3:14])=[N:12][C:11]([C:15]3[O:16][C:17]([C:20]4[CH:25]=[CH:24][C:23]([O:26][C:27]([F:30])([F:29])[F:28])=[CH:22][CH:21]=4)=[CH:18][N:19]=3)=[N:10]2)[CH:5]=[CH:4][N:3]=1.[CH3:31][N:32]1[CH2:37][CH2:36][NH:35][CH2:34][CH2:33]1. Product: [CH3:31][N:32]1[CH2:37][CH2:36][N:35]([C:2]2[CH:7]=[C:6]([CH2:8][N:9]3[C:13]([CH3:14])=[N:12][C:11]([C:15]4[O:16][C:17]([C:20]5[CH:21]=[CH:22][C:23]([O:26][C:27]([F:30])([F:28])[F:29])=[CH:24][CH:25]=5)=[CH:18][N:19]=4)=[N:10]3)[CH:5]=[CH:4][N:3]=2)[CH2:34][CH2:33]1. The catalyst class is: 16.